From a dataset of Full USPTO retrosynthesis dataset with 1.9M reactions from patents (1976-2016). Predict the reactants needed to synthesize the given product. The reactants are: Br[C:2]1[C:3]([N:22]2[CH2:27][CH2:26][CH:25]([CH3:28])[CH2:24][CH2:23]2)=[C:4]([C@H:10]([O:17][C:18]([CH3:21])([CH3:20])[CH3:19])[C:11]([O:13][CH:14]([CH3:16])[CH3:15])=[O:12])[C:5]([CH3:9])=[N:6][C:7]=1[CH3:8].[F:29][C:30]1[CH:55]=[CH:54][C:33]([CH2:34][CH2:35][O:36][C:37]2[CH:42]=[CH:41][C:40](B3OC(=O)CN(C)CC(=O)O3)=[CH:39][CH:38]=2)=[CH:32][CH:31]=1.[O-]P([O-])([O-])=O.[K+].[K+].[K+]. Given the product [C:18]([O:17][C@@H:10]([C:4]1[C:5]([CH3:9])=[N:6][C:7]([CH3:8])=[C:2]([C:40]2[CH:39]=[CH:38][C:37]([O:36][CH2:35][CH2:34][C:33]3[CH:32]=[CH:31][C:30]([F:29])=[CH:55][CH:54]=3)=[CH:42][CH:41]=2)[C:3]=1[N:22]1[CH2:27][CH2:26][CH:25]([CH3:28])[CH2:24][CH2:23]1)[C:11]([O:13][CH:14]([CH3:16])[CH3:15])=[O:12])([CH3:21])([CH3:20])[CH3:19], predict the reactants needed to synthesize it.